From a dataset of Full USPTO retrosynthesis dataset with 1.9M reactions from patents (1976-2016). Predict the reactants needed to synthesize the given product. The reactants are: [Br:1][C:2]1[C:3]([CH3:13])=[N:4][C:5]2[C:10]([CH:11]=1)=[C:9]([F:12])[CH:8]=[CH:7][CH:6]=2.C1C(=O)N([Br:21])C(=O)C1. Given the product [Br:1][C:2]1[C:3]([CH2:13][Br:21])=[N:4][C:5]2[C:10]([CH:11]=1)=[C:9]([F:12])[CH:8]=[CH:7][CH:6]=2, predict the reactants needed to synthesize it.